Dataset: Full USPTO retrosynthesis dataset with 1.9M reactions from patents (1976-2016). Task: Predict the reactants needed to synthesize the given product. (1) Given the product [CH3:27][O:26][C:24]([C:22]1[CH:21]=[CH:20][N:19]2[CH:2]=[C:3]([C:5]3[C:6]([C:11]4[CH:16]=[CH:15][CH:14]=[CH:13][CH:12]=4)=[N:7][O:8][C:9]=3[CH3:10])[N:17]=[C:18]2[CH:23]=1)=[O:25], predict the reactants needed to synthesize it. The reactants are: Br[CH2:2][C:3]([C:5]1[C:6]([C:11]2[CH:16]=[CH:15][CH:14]=[CH:13][CH:12]=2)=[N:7][O:8][C:9]=1[CH3:10])=O.[NH2:17][C:18]1[CH:23]=[C:22]([C:24]([O:26][CH3:27])=[O:25])[CH:21]=[CH:20][N:19]=1. (2) Given the product [CH2:15]([NH:21][C:22]([N:11]1[CH:12]=[C:7]([C:3]2[CH:2]=[N:1][CH:6]=[CH:5][CH:4]=2)[C:8](=[O:14])[NH:9][C:10]1=[O:13])=[O:23])[CH2:16][CH2:17][CH2:18][CH2:19][CH3:20], predict the reactants needed to synthesize it. The reactants are: [N:1]1[CH:6]=[CH:5][CH:4]=[C:3]([C:7]2[C:8](=[O:14])[NH:9][C:10](=[O:13])[NH:11][CH:12]=2)[CH:2]=1.[CH2:15]([N:21]=[C:22]=[O:23])[CH2:16][CH2:17][CH2:18][CH2:19][CH3:20].